Dataset: Reaction yield outcomes from USPTO patents with 853,638 reactions. Task: Predict the reaction yield, written as a fraction of the theoretical maximum amount of product (1.0 means a 100% yield; for example, 0.34 means a 34% yield). (1) The yield is 1.00. No catalyst specified. The product is [F:1][C:2]1[C:3]([C:9]2[N:13]([CH:14]3[CH2:19][CH2:18][O:17][CH2:16][CH2:15]3)[C:12]([CH3:20])=[N:11][CH:10]=2)=[N:4][C:5]([NH:8][C:22]2[CH:23]=[CH:24][C:25]([C:28]([N:30]3[CH2:31][CH2:32][N:33]([CH3:36])[CH2:34][CH2:35]3)=[O:29])=[CH:26][N:27]=2)=[N:6][CH:7]=1. The reactants are [F:1][C:2]1[C:3]([C:9]2[N:13]([CH:14]3[CH2:19][CH2:18][O:17][CH2:16][CH2:15]3)[C:12]([CH3:20])=[N:11][CH:10]=2)=[N:4][C:5]([NH2:8])=[N:6][CH:7]=1.Cl[C:22]1[N:27]=[CH:26][C:25]([C:28]([N:30]2[CH2:35][CH2:34][N:33]([CH3:36])[CH2:32][CH2:31]2)=[O:29])=[CH:24][CH:23]=1. (2) The reactants are O.[OH-].[Li+].C[O:5][C:6](=[O:40])[CH2:7][C:8]1[C:17]([CH3:18])=[C:16]([C:19]2[CH:24]=[CH:23][C:22]([S:25]([C:28]3[CH:33]=[CH:32][C:31]([O:34][C:35]([F:38])([F:37])[F:36])=[CH:30][CH:29]=3)(=[O:27])=[O:26])=[CH:21][CH:20]=2)[C:15]2[C:10](=[CH:11][CH:12]=[C:13]([Cl:39])[CH:14]=2)[CH:9]=1. The catalyst is C1COCC1.O. The product is [Cl:39][C:13]1[CH:14]=[C:15]2[C:10](=[CH:11][CH:12]=1)[CH:9]=[C:8]([CH2:7][C:6]([OH:40])=[O:5])[C:17]([CH3:18])=[C:16]2[C:19]1[CH:20]=[CH:21][C:22]([S:25]([C:28]2[CH:33]=[CH:32][C:31]([O:34][C:35]([F:37])([F:36])[F:38])=[CH:30][CH:29]=2)(=[O:27])=[O:26])=[CH:23][CH:24]=1. The yield is 0.700. (3) The yield is 0.610. The product is [CH2:1]([O:8][C:9]1[CH:18]=[C:17]2[C:12]([C:13]([O:29][C:28]3[CH:27]=[CH:26][C:25]([NH:30][C:31](=[O:43])[C:32]([NH:34][CH2:35][CH2:36][C:37]4[CH:38]=[CH:39][CH:40]=[CH:41][CH:42]=4)=[O:33])=[CH:24][C:23]=3[F:22])=[CH:14][CH:15]=[N:16]2)=[CH:11][C:10]=1[O:20][CH3:21])[C:2]1[CH:7]=[CH:6][CH:5]=[CH:4][CH:3]=1. The reactants are [CH2:1]([O:8][C:9]1[CH:18]=[C:17]2[C:12]([C:13](Cl)=[CH:14][CH:15]=[N:16]2)=[CH:11][C:10]=1[O:20][CH3:21])[C:2]1[CH:7]=[CH:6][CH:5]=[CH:4][CH:3]=1.[F:22][C:23]1[CH:24]=[C:25]([NH:30][C:31](=[O:43])[C:32]([NH:34][CH2:35][CH2:36][C:37]2[CH:42]=[CH:41][CH:40]=[CH:39][CH:38]=2)=[O:33])[CH:26]=[CH:27][C:28]=1[OH:29]. The catalyst is CN(C1C=CN=CC=1)C.BrC1C=CC=CC=1.